From a dataset of Forward reaction prediction with 1.9M reactions from USPTO patents (1976-2016). Predict the product of the given reaction. Given the reactants ClC1N=CC(C(=C2CCCCC2)C#N)=CC=1.[CH3:17][C:18]1[N:23]=[CH:22][C:21]([CH2:24][C:25]#[N:26])=[CH:20][N:19]=1.[F:27][C:28]1([F:35])[CH2:33][CH2:32][C:31](=O)[CH2:30][CH2:29]1, predict the reaction product. The product is: [F:27][C:28]1([F:35])[CH2:33][CH2:32][C:31](=[C:24]([C:21]2[CH:20]=[N:19][C:18]([CH3:17])=[N:23][CH:22]=2)[C:25]#[N:26])[CH2:30][CH2:29]1.